This data is from NCI-60 drug combinations with 297,098 pairs across 59 cell lines. The task is: Regression. Given two drug SMILES strings and cell line genomic features, predict the synergy score measuring deviation from expected non-interaction effect. (1) Drug 1: CN1CCC(CC1)COC2=C(C=C3C(=C2)N=CN=C3NC4=C(C=C(C=C4)Br)F)OC. Drug 2: C(=O)(N)NO. Cell line: BT-549. Synergy scores: CSS=23.1, Synergy_ZIP=-0.427, Synergy_Bliss=6.74, Synergy_Loewe=5.36, Synergy_HSA=4.82. (2) Drug 1: C1CC(=O)NC(=O)C1N2C(=O)C3=CC=CC=C3C2=O. Drug 2: C1CN(P(=O)(OC1)NCCCl)CCCl. Cell line: CAKI-1. Synergy scores: CSS=-2.65, Synergy_ZIP=1.35, Synergy_Bliss=-1.84, Synergy_Loewe=-5.50, Synergy_HSA=-4.82.